Dataset: Forward reaction prediction with 1.9M reactions from USPTO patents (1976-2016). Task: Predict the product of the given reaction. (1) Given the reactants [NH2:1][CH:2]1[C:8](=[O:9])[N:7](CC2C=CC(OC)=CC=2)[C:6]2[CH:19]=[CH:20][CH:21]=[CH:22][C:5]=2[C:4]2[CH:23]=[CH:24][CH:25]=[CH:26][C:3]1=2.FC(F)(F)C(O)=O.FC(F)(F)S(O)(=O)=O.C([O-])(O)=O.[Na+], predict the reaction product. The product is: [NH2:1][CH:2]1[C:8](=[O:9])[NH:7][C:6]2[CH:19]=[CH:20][CH:21]=[CH:22][C:5]=2[C:4]2[CH:23]=[CH:24][CH:25]=[CH:26][C:3]1=2. (2) Given the reactants CO.[H-].[Na+].[O:5]1CCOCCOCCOCCOC[CH2:6]1.Cl[C:21]1[C:22]([N+:37]([O-:39])=[O:38])=[CH:23][C:24]([CH3:36])=[C:25]([N:27]2[CH2:32][CH2:31][N:30]([C:33](=[O:35])[CH3:34])[CH2:29][CH2:28]2)[CH:26]=1.[NH4+].[Cl-], predict the reaction product. The product is: [CH3:6][O:5][C:21]1[C:22]([N+:37]([O-:39])=[O:38])=[CH:23][C:24]([CH3:36])=[C:25]([N:27]2[CH2:32][CH2:31][N:30]([C:33](=[O:35])[CH3:34])[CH2:29][CH2:28]2)[CH:26]=1. (3) Given the reactants CCCCCCCCCCCCCCCC(N[C@H]([C@H](O)/C=C/CCCCCCCCCCC)CO[C@@H]1O[C@H](CO)[C@@H](O)[C@H](O)[C@H]1O)=O.[CH3:48][CH2:49][CH2:50][CH2:51][CH2:52][CH2:53][CH2:54][CH2:55][CH2:56][CH2:57][CH2:58][CH2:59][CH2:60][CH2:61][CH2:62][CH2:63][CH2:64][C:65]([NH:67][C@H:68]([C@H:82]([OH:96])/[CH:83]=[CH:84]/[CH2:85][CH2:86][CH2:87][CH2:88][CH2:89][CH2:90][CH2:91][CH2:92][CH2:93][CH2:94][CH3:95])[CH2:69][O:70][C@@H:71]1[O:76][C@H:75]([CH2:77][OH:78])[C@@H:74]([OH:79])[C@H:73]([OH:80])[C@H:72]1[OH:81])=[O:66], predict the reaction product. The product is: [CH3:48][CH2:49][CH2:50][CH2:51][CH2:52][CH2:53][CH2:54][CH2:55][CH2:56][CH2:57][CH2:58][CH2:59][CH2:60][CH2:61][CH2:62][CH2:63][CH2:64][C:65]([NH:67][C@H:68]([C@H:82]([OH:96])/[CH:83]=[CH:84]/[CH2:85][CH2:86][CH2:87][CH2:88][CH2:89][CH2:90][CH2:91][CH2:92][CH2:93][CH2:94][CH3:95])[CH2:69][O:70][C@@H:71]1[O:76][C@H:75]([CH2:77][OH:78])[C@H:74]([OH:79])[C@H:73]([OH:80])[C@H:72]1[OH:81])=[O:66]. (4) Given the reactants [CH2:1]([C:3]1[C:4]([NH:23][CH:24]([CH3:28])[CH2:25][CH2:26][OH:27])=[N:5][C:6]([CH2:21][CH3:22])=[C:7]([C:9]2[C:18]([O:19][CH3:20])=[CH:17][C:16]3[CH2:15][CH2:14][CH2:13][CH2:12][C:11]=3[CH:10]=2)[N:8]=1)[CH3:2].I[CH2:30]C.IC, predict the reaction product. The product is: [CH2:1]([C:3]1[C:4]([NH:23][CH:24]([CH3:28])[CH2:25][CH2:26][O:27][CH3:30])=[N:5][C:6]([CH2:21][CH3:22])=[C:7]([C:9]2[C:18]([O:19][CH3:20])=[CH:17][C:16]3[CH2:15][CH2:14][CH2:13][CH2:12][C:11]=3[CH:10]=2)[N:8]=1)[CH3:2]. (5) Given the reactants [Si:1]([O:8][CH2:9][CH2:10][CH2:11][CH2:12][OH:13])([C:4]([CH3:7])([CH3:6])[CH3:5])([CH3:3])[CH3:2].C(N(CC)CC)C.[CH3:21][S:22](Cl)(=[O:24])=[O:23], predict the reaction product. The product is: [CH3:21][S:22]([O:13][CH2:12][CH2:11][CH2:10][CH2:9][O:8][Si:1]([C:4]([CH3:6])([CH3:7])[CH3:5])([CH3:3])[CH3:2])(=[O:24])=[O:23]. (6) Given the reactants C([O:4][CH2:5][CH2:6][N:7]1[C:11]2[CH:12]=[CH:13][C:14]([C:16](=[O:30])[NH:17][C:18]3[CH:23]=[C:22]([C:24]4[S:25][CH:26]=[CH:27][CH:28]=4)[CH:21]=[CH:20][C:19]=3[NH2:29])=[CH:15][C:10]=2[N:9]=[C:8]1[CH3:31])(=O)C.C(N(CC)CC)C, predict the reaction product. The product is: [NH2:29][C:19]1[CH:20]=[CH:21][C:22]([C:24]2[S:25][CH:26]=[CH:27][CH:28]=2)=[CH:23][C:18]=1[NH:17][C:16]([C:14]1[CH:13]=[CH:12][C:11]2[N:7]([CH2:6][CH2:5][OH:4])[C:8]([CH3:31])=[N:9][C:10]=2[CH:15]=1)=[O:30].